This data is from Reaction yield outcomes from USPTO patents with 853,638 reactions. The task is: Predict the reaction yield, written as a fraction of the theoretical maximum amount of product (1.0 means a 100% yield; for example, 0.34 means a 34% yield). The reactants are [Cl:1][C:2]1[C:7]([C:8]([F:11])([F:10])[F:9])=[CH:6][N:5]=[C:4]2[NH:12][CH:13]=[C:14]([NH2:15])[C:3]=12.[N:16]1[CH:21]=[CH:20][N:19]=[CH:18][C:17]=1[C:22](O)=[O:23].C1N(P(Cl)(N2C(=O)OCC2)=O)C(=O)OC1.C(N(CC)CC)C.[Li+].[OH-]. The catalyst is C(Cl)Cl.O. The product is [Cl:1][C:2]1[C:7]([C:8]([F:11])([F:9])[F:10])=[CH:6][N:5]=[C:4]2[NH:12][CH:13]=[C:14]([NH:15][C:22]([C:17]3[CH:18]=[N:19][CH:20]=[CH:21][N:16]=3)=[O:23])[C:3]=12. The yield is 0.790.